From a dataset of Forward reaction prediction with 1.9M reactions from USPTO patents (1976-2016). Predict the product of the given reaction. Given the reactants [OH:1][C:2]1[CH:7]=[CH:6][C:5]([C:8]([C:11]2[CH:16]=[CH:15][C:14]([OH:17])=[CH:13][CH:12]=2)([CH3:10])[CH3:9])=[CH:4][CH:3]=1.[C:18]1([OH:24])[CH:23]=[CH:22][CH:21]=[CH:20][CH:19]=1.[S], predict the reaction product. The product is: [OH:1][C:2]1[CH:3]=[CH:4][C:5]([C:8]([C:11]2[CH:12]=[CH:13][C:14]([OH:17])=[CH:15][CH:16]=2)([CH3:10])[CH3:9])=[CH:6][CH:7]=1.[C:18]1([OH:24])[CH:23]=[CH:22][CH:21]=[CH:20][CH:19]=1.